Dataset: Full USPTO retrosynthesis dataset with 1.9M reactions from patents (1976-2016). Task: Predict the reactants needed to synthesize the given product. (1) Given the product [O:12]=[C:11]([C:13]1[CH:18]=[CH:17][C:16]([F:19])=[CH:15][CH:14]=1)[CH:10]=[O:3], predict the reactants needed to synthesize it. The reactants are: C(C1C=CC=CC=1)(=[O:3])C.[CH3:10][C:11]([C:13]1[CH:18]=[CH:17][C:16]([F:19])=[CH:15][CH:14]=1)=[O:12]. (2) Given the product [CH:10]1([C:7]2[CH:8]=[CH:9][C:4]([C:3]([OH:17])=[O:2])=[C:5]([F:16])[CH:6]=2)[CH2:11][CH2:12][CH2:13][CH2:14][CH2:15]1, predict the reactants needed to synthesize it. The reactants are: C[O:2][C:3](=[O:17])[C:4]1[CH:9]=[CH:8][C:7]([CH:10]2[CH2:15][CH2:14][CH2:13][CH2:12][CH2:11]2)=[CH:6][C:5]=1[F:16].O.C(Cl)(Cl)Cl. (3) Given the product [F:24][C:25]([F:30])([F:29])[C:26]([OH:28])=[O:27].[C:17]([SiH2:16][O:15][C:14]([CH3:22])([CH3:21])[CH:11]1[CH2:12][CH2:13][N:8]([NH2:7])[CH2:9][CH2:10]1)([CH3:20])([CH3:18])[CH3:19], predict the reactants needed to synthesize it. The reactants are: C(OC(=O)[NH:7][N:8]1[CH2:13][CH2:12][CH:11]([C:14]([CH3:22])([CH3:21])[O:15][SiH2:16][C:17]([CH3:20])([CH3:19])[CH3:18])[CH2:10][CH2:9]1)(C)(C)C.[F:24][C:25]([F:30])([F:29])[C:26]([OH:28])=[O:27]. (4) Given the product [NH2:16][C:17]1[N:22]=[CH:21][C:20]([C:23]#[C:24][C:2]2[CH:3]=[C:4]([NH:8][C:9](=[O:15])[O:10][C:11]([CH3:14])([CH3:13])[CH3:12])[CH:5]=[N:6][CH:7]=2)=[CH:19][N:18]=1, predict the reactants needed to synthesize it. The reactants are: I[C:2]1[CH:3]=[C:4]([NH:8][C:9](=[O:15])[O:10][C:11]([CH3:14])([CH3:13])[CH3:12])[CH:5]=[N:6][CH:7]=1.[NH2:16][C:17]1[N:22]=[CH:21][C:20]([C:23]#[CH:24])=[CH:19][N:18]=1.CCN(CC)CC. (5) Given the product [F:46][C:47]1[C:48]([N:85]2[CH2:90][CH2:89][N:88]([CH2:91][C@H:92]([OH:94])[CH3:93])[CH2:87][CH2:86]2)=[N:49][CH:50]=[C:51]([C:53]2[CH:54]=[C:55]3[C:61]([C:62]4[CH:63]=[N:64][N:65]([CH2:67][C:68]5[CH:73]=[CH:72][CH:71]=[C:70]([F:74])[CH:69]=5)[CH:66]=4)=[CH:60][NH:59][C:56]3=[N:57][CH:58]=2)[CH:52]=1, predict the reactants needed to synthesize it. The reactants are: Cl.FC1C=C(C=CC=1)CN1C=C(C2C3C(=NC=C(C4C=CC(C5CCNCC5)=CC=4)C=3)N(S(C3C=CC(C)=CC=3)(=O)=O)C=2)C=N1.[F:46][C:47]1[C:48]([N:85]2[CH2:90][CH2:89][N:88]([CH2:91][C@H:92]([OH:94])[CH3:93])[CH2:87][CH2:86]2)=[N:49][CH:50]=[C:51]([C:53]2[CH:54]=[C:55]3[C:61]([C:62]4[CH:63]=[N:64][N:65]([CH2:67][C:68]5[CH:73]=[CH:72][CH:71]=[C:70]([F:74])[CH:69]=5)[CH:66]=4)=[CH:60][N:59](S(C4C=CC(C)=CC=4)(=O)=O)[C:56]3=[N:57][CH:58]=2)[CH:52]=1.[OH-].[Li+]. (6) The reactants are: [OH:1][C:2]1[C:3]([C:19](C2C=CC=CC=2)([CH3:21])[CH3:20])=[N:4][C:5]2[C:10]([C:11]=1[C:12]([OH:14])=[O:13])=[CH:9][CH:8]=[C:7]1[CH2:15]C[CH2:17][CH2:18][C:6]=21.C([C:31]1[CH:32]=[CH:33][CH:34]=[C:35]2[C:39]=1NC(=O)C2=O)(C)C.OCC(=O)C(C)CC1C=CC=CC=1. Given the product [OH:1][C:2]1[C:3]([CH:19]([CH3:21])[CH2:20][C:31]2[CH:32]=[CH:33][CH:34]=[CH:35][CH:39]=2)=[N:4][C:5]2[C:10]([C:11]=1[C:12]([OH:14])=[O:13])=[CH:9][CH:17]=[CH:18][C:6]=2[CH:7]([CH3:15])[CH3:8], predict the reactants needed to synthesize it. (7) Given the product [Cl:11][C:8]1[CH:9]=[CH:10][C:4]2[O:3][C:2]([NH:23][C@@H:19]([CH2:18][CH:15]3[CH2:14][CH2:13][CH2:12][CH2:17][CH2:16]3)[C:20]([NH:36][CH2:35][CH2:34][NH:33][C:30]3[CH:31]=[CH:32][C:27]([F:26])=[CH:28][CH:29]=3)=[O:22])=[N:6][C:5]=2[CH:7]=1, predict the reactants needed to synthesize it. The reactants are: Cl[C:2]1[O:3][C:4]2[CH:10]=[CH:9][C:8]([Cl:11])=[CH:7][C:5]=2[N:6]=1.[CH2:12]1[CH2:17][CH2:16][CH:15]([CH2:18][C@H:19]([NH2:23])[C:20]([OH:22])=O)[CH2:14][CH2:13]1.Cl.Cl.[F:26][C:27]1[CH:32]=[CH:31][C:30]([NH:33][CH2:34][CH2:35][NH2:36])=[CH:29][CH:28]=1. (8) Given the product [CH2:39]([O:26][C:25](=[O:27])[C@@H:24]([NH:23][C:21]([C:17]1[C:16]([CH3:37])=[N:15][C:14]([NH:13][CH2:12][CH2:11][CH2:10][C:5]2[CH:6]=[CH:7][CH:8]=[C:9]3[C:4]=2[CH:3]=[N:2][NH:1]3)=[N:19][C:18]=1[CH3:20])=[O:22])[CH2:28][NH:29][C:30]([C:32]1[S:33][CH:34]=[CH:35][CH:36]=1)=[O:31])[CH2:40][CH3:41], predict the reactants needed to synthesize it. The reactants are: [NH:1]1[C:9]2[C:4](=[C:5]([CH2:10][CH2:11][CH2:12][NH:13][C:14]3[N:19]=[C:18]([CH3:20])[C:17]([C:21]([NH:23][C@@H:24]([CH2:28][NH:29][C:30]([C:32]4[S:33][CH:34]=[CH:35][CH:36]=4)=[O:31])[C:25]([OH:27])=[O:26])=[O:22])=[C:16]([CH3:37])[N:15]=3)[CH:6]=[CH:7][CH:8]=2)[CH:3]=[N:2]1.I[CH2:39][CH2:40][CH3:41].C(=O)([O-])[O-].[K+].[K+].